Dataset: Full USPTO retrosynthesis dataset with 1.9M reactions from patents (1976-2016). Task: Predict the reactants needed to synthesize the given product. (1) Given the product [CH:17]1([N:14]2[CH2:15][CH2:16][NH:11][C@@H:12]([C:20]([N:22]3[CH2:23][CH2:24][N:25]([C:28]([NH:30][C:31]4[CH:36]=[CH:35][C:34]([Cl:37])=[C:33]([Cl:38])[CH:32]=4)=[O:29])[CH2:26][CH2:27]3)=[O:21])[CH2:13]2)[CH2:18][CH2:19]1, predict the reactants needed to synthesize it. The reactants are: C(OC([N:11]1[CH2:16][CH2:15][N:14]([CH:17]2[CH2:19][CH2:18]2)[CH2:13][CH:12]1[C:20]([N:22]1[CH2:27][CH2:26][N:25]([C:28]([NH:30][C:31]2[CH:36]=[CH:35][C:34]([Cl:37])=[C:33]([Cl:38])[CH:32]=2)=[O:29])[CH2:24][CH2:23]1)=[O:21])=O)C1C=CC=CC=1.C1(N2CCC[C@H](CN3CCN(C(OCC4C=CC=CC=4)=O)CC3)C2)CC1. (2) Given the product [N:41]1[C:42]2[C:37](=[CH:36][CH:35]=[CH:34][C:33]=2[S:30]([NH:29][C@@H:7]([CH2:8][NH:9][C:10](=[O:28])[C:11]2[CH:12]=[CH:13][C:14]([CH2:17][CH2:18][C:19](=[O:27])[NH:20][C:21]3[NH:22][CH2:23][CH2:24][CH2:25][N:26]=3)=[CH:15][CH:16]=2)[C:6]([OH:43])=[O:5])(=[O:31])=[O:32])[CH:38]=[CH:39][CH:40]=1, predict the reactants needed to synthesize it. The reactants are: C([O:5][C:6](=[O:43])[C@@H:7]([NH:29][S:30]([C:33]1[CH:34]=[CH:35][CH:36]=[C:37]2[C:42]=1[N:41]=[CH:40][CH:39]=[CH:38]2)(=[O:32])=[O:31])[CH2:8][NH:9][C:10](=[O:28])[C:11]1[CH:16]=[CH:15][C:14]([CH2:17][CH2:18][C:19](=[O:27])[NH:20][C:21]2[NH:22][CH2:23][CH2:24][CH2:25][N:26]=2)=[CH:13][CH:12]=1)(C)(C)C.FC(F)(F)C(O)=O.